Predict the product of the given reaction. From a dataset of Forward reaction prediction with 1.9M reactions from USPTO patents (1976-2016). (1) Given the reactants [CH2:1]([N:8]1[CH2:13][CH2:12][CH:11]([NH:14][CH3:15])[CH2:10][CH2:9]1)[C:2]1[CH:7]=[CH:6][CH:5]=[CH:4][CH:3]=1.[N+:16]([C:19]1[CH:20]=[C:21]([C:25]2[N:26]=[CH:27][N:28]([C:30]([O:32]C3C=CC=CC=3)=O)[CH:29]=2)[CH:22]=[CH:23][CH:24]=1)([O-:18])=[O:17], predict the reaction product. The product is: [CH2:1]([N:8]1[CH2:13][CH2:12][CH:11]([N:14]([CH3:15])[C:30]([N:28]2[CH:29]=[C:25]([C:21]3[CH:22]=[CH:23][CH:24]=[C:19]([N+:16]([O-:18])=[O:17])[CH:20]=3)[N:26]=[CH:27]2)=[O:32])[CH2:10][CH2:9]1)[C:2]1[CH:3]=[CH:4][CH:5]=[CH:6][CH:7]=1. (2) Given the reactants [Cl:1][C:2]1[CH:7]=[CH:6][CH:5]=[CH:4][C:3]=1[NH:8][C:9]([C:11]1[CH:15]=[CH:14][NH:13][N:12]=1)=[O:10].Cl[C:17]([O:19][C:20]1[CH:25]=[CH:24][C:23]([Cl:26])=[CH:22][CH:21]=1)=[O:18], predict the reaction product. The product is: [Cl:26][C:23]1[CH:24]=[CH:25][C:20]([O:19][C:17]([N:13]2[CH:14]=[CH:15][C:11]([C:9](=[O:10])[NH:8][C:3]3[CH:4]=[CH:5][CH:6]=[CH:7][C:2]=3[Cl:1])=[N:12]2)=[O:18])=[CH:21][CH:22]=1. (3) Given the reactants [CH3:1][O:2][C:3]1[CH:8]=[C:7]([O:9][CH3:10])[CH:6]=[CH:5][C:4]=1[C:11]1[CH:16]=[CH:15][C:14]([O:17][CH2:18][C:19]2[CH:20]=[C:21]([C:25](O)=[O:26])[O:22][C:23]=2[CH3:24])=[CH:13][CH:12]=1.[C:28]1([S:34]([NH2:37])(=[O:36])=[O:35])[CH:33]=[CH:32][CH:31]=[CH:30][CH:29]=1.Cl.CN(C)CCCN=C=NCC, predict the reaction product. The product is: [CH3:1][O:2][C:3]1[CH:8]=[C:7]([O:9][CH3:10])[CH:6]=[CH:5][C:4]=1[C:11]1[CH:12]=[CH:13][C:14]([O:17][CH2:18][C:19]2[CH:20]=[C:21]([C:25]([NH:37][S:34]([C:28]3[CH:33]=[CH:32][CH:31]=[CH:30][CH:29]=3)(=[O:36])=[O:35])=[O:26])[O:22][C:23]=2[CH3:24])=[CH:15][CH:16]=1. (4) Given the reactants C[O-].[Na+].[CH3:4][C:5]1[N:6]([CH2:10][CH2:11][C:12]#[N:13])[CH:7]=[CH:8][N:9]=1.[Cl-].[OH:15][NH3+:16], predict the reaction product. The product is: [CH3:4][C:5]1[N:6]([CH2:10][CH2:11][C:12](=[N:16][OH:15])[NH2:13])[CH:7]=[CH:8][N:9]=1. (5) Given the reactants Cl[C:2]1[C:11]2[N:12]([CH2:15][C:16]3[CH:21]=[CH:20][C:19]([O:22][CH3:23])=[CH:18][CH:17]=3)[N:13]=[CH:14][C:10]=2[C:9]2[CH:8]=[C:7]([C:24]3[CH:25]=[N:26][CH:27]=[CH:28][CH:29]=3)[CH:6]=[CH:5][C:4]=2[N:3]=1.[H-].[H-].[H-].[H-].[Li+].[Al+3].C(C1C(=O)C(Cl)=C(Cl)C(=O)C=1C#N)#N, predict the reaction product. The product is: [CH3:23][O:22][C:19]1[CH:18]=[CH:17][C:16]([CH2:15][N:12]2[C:11]3[CH:2]=[N:3][C:4]4[CH:5]=[CH:6][C:7]([C:24]5[CH:25]=[N:26][CH:27]=[CH:28][CH:29]=5)=[CH:8][C:9]=4[C:10]=3[CH:14]=[N:13]2)=[CH:21][CH:20]=1.